Dataset: Full USPTO retrosynthesis dataset with 1.9M reactions from patents (1976-2016). Task: Predict the reactants needed to synthesize the given product. (1) Given the product [NH:1]1[C:9]2[C:4](=[CH:5][CH:6]=[C:7](/[CH:10]=[CH:11]/[C:12]3[NH:40][N:39]=[C:14](/[CH:15]=[CH:16]/[C:17]4[CH:22]=[CH:21][C:20]([O:23][CH2:24][CH2:25][N:26]5[CH2:31][CH2:30][O:29][CH2:28][CH2:27]5)=[CH:19][CH:18]=4)[CH:13]=3)[CH:8]=2)[CH:3]=[CH:2]1, predict the reactants needed to synthesize it. The reactants are: [NH:1]1[C:9]2[C:4](=[CH:5][CH:6]=[C:7](/[CH:10]=[CH:11]/[C:12](=O)[CH2:13][C:14](=O)/[CH:15]=[CH:16]/[C:17]3[CH:22]=[CH:21][C:20]([O:23][CH2:24][CH2:25][N:26]4[CH2:31][CH2:30][O:29][CH2:28][CH2:27]4)=[CH:19][CH:18]=3)[CH:8]=2)[CH:3]=[CH:2]1.CC(O)=O.O.[NH2:39][NH2:40].C([O-])([O-])=O.[K+].[K+]. (2) Given the product [C:2]([C:4]1([NH:7][C:8]([C@@H:10]2[CH2:14][C@@H:13]([S:15]([C:18]3[CH:23]=[CH:22][CH:21]=[CH:20][C:19]=3[Cl:24])(=[O:17])=[O:16])[CH2:12][N:11]2[C:25](=[O:27])[CH3:26])=[O:9])[CH2:6][CH2:5]1)#[N:3], predict the reactants needed to synthesize it. The reactants are: Cl.[C:2]([C:4]1([NH:7][C:8]([C@@H:10]2[CH2:14][C@@H:13]([S:15]([C:18]3[CH:23]=[CH:22][CH:21]=[CH:20][C:19]=3[Cl:24])(=[O:17])=[O:16])[CH2:12][NH:11]2)=[O:9])[CH2:6][CH2:5]1)#[N:3].[C:25](O)(=[O:27])[CH3:26]. (3) Given the product [CH3:6][N:5]([CH2:4][C:2]([O-:3])=[O:1])[C:7]([NH2:9])=[NH:8].[K+:11], predict the reactants needed to synthesize it. The reactants are: [O:1]=[C:2]([CH2:4][N:5]([C:7](=[NH:9])[NH2:8])[CH3:6])[OH:3].[OH-].[K+:11]. (4) Given the product [C:7]([C:5]1[Se:4][C:3]2[C:11](=[O:12])[NH:13][N:14]=[N:1][C:2]=2[CH:6]=1)([CH3:10])([CH3:8])[CH3:9], predict the reactants needed to synthesize it. The reactants are: [NH2:1][C:2]1[CH:6]=[C:5]([C:7]([CH3:10])([CH3:9])[CH3:8])[Se:4][C:3]=1[C:11]([NH2:13])=[O:12].[N:14]([O-])=O.[Na+].